Dataset: Full USPTO retrosynthesis dataset with 1.9M reactions from patents (1976-2016). Task: Predict the reactants needed to synthesize the given product. (1) Given the product [C:1]([O:5][C@@H:6]([C:12]1[C:21]([CH3:22])=[CH:20][C:19]2[C:14](=[CH:15][CH:16]=[CH:17][CH:18]=2)[C:13]=1[C:24]1[CH2:29][CH2:28][CH2:27][CH2:26][CH:25]=1)[C:7]([O:9][CH2:10][CH3:11])=[O:8])([CH3:4])([CH3:3])[CH3:2], predict the reactants needed to synthesize it. The reactants are: [C:1]([O:5][C@@H:6]([C:12]1[C:21]([CH3:22])=[CH:20][C:19]2[C:14](=[CH:15][CH:16]=[CH:17][CH:18]=2)[C:13]=1Cl)[C:7]([O:9][CH2:10][CH3:11])=[O:8])([CH3:4])([CH3:3])[CH3:2].[C:24]1(B(O)O)[CH2:29][CH2:28][CH2:27][CH2:26][CH:25]=1.P([O-])([O-])([O-])=O.[K+].[K+].[K+].C1COCC1. (2) Given the product [CH3:16][N:17]1[CH2:22][CH2:21][N:20]([CH2:23][C:24]2[CH:25]=[C:26]([NH:30][C:31](=[O:40])[C:32]3[CH:37]=[C:36]([NH:38][C:13]([C:11]4[CH:10]=[CH:9][N:8]=[C:7]([N:4]5[CH2:5][CH2:6][O:1][CH2:2][CH2:3]5)[CH:12]=4)=[O:14])[CH:35]=[CH:34][C:33]=3[CH3:39])[CH:27]=[CH:28][CH:29]=2)[CH2:19][CH2:18]1, predict the reactants needed to synthesize it. The reactants are: [O:1]1[CH2:6][CH2:5][N:4]([C:7]2[CH:12]=[C:11]([C:13](Cl)=[O:14])[CH:10]=[CH:9][N:8]=2)[CH2:3][CH2:2]1.[CH3:16][N:17]1[CH2:22][CH2:21][N:20]([CH2:23][C:24]2[CH:25]=[C:26]([NH:30][C:31](=[O:40])[C:32]3[CH:37]=[C:36]([NH2:38])[CH:35]=[CH:34][C:33]=3[CH3:39])[CH:27]=[CH:28][CH:29]=2)[CH2:19][CH2:18]1.